Dataset: Peptide-MHC class I binding affinity with 185,985 pairs from IEDB/IMGT. Task: Regression. Given a peptide amino acid sequence and an MHC pseudo amino acid sequence, predict their binding affinity value. This is MHC class I binding data. The peptide sequence is RIKQIINMW. The MHC is HLA-B53:01 with pseudo-sequence HLA-B53:01. The binding affinity (normalized) is 0.